This data is from NCI-60 drug combinations with 297,098 pairs across 59 cell lines. The task is: Regression. Given two drug SMILES strings and cell line genomic features, predict the synergy score measuring deviation from expected non-interaction effect. (1) Drug 1: C1C(C(OC1N2C=C(C(=O)NC2=O)F)CO)O. Drug 2: C1=NC2=C(N1)C(=S)N=CN2. Cell line: HOP-62. Synergy scores: CSS=44.4, Synergy_ZIP=-11.2, Synergy_Bliss=-14.5, Synergy_Loewe=-6.69, Synergy_HSA=-5.47. (2) Drug 1: C1C(C(OC1N2C=C(C(=O)NC2=O)F)CO)O. Drug 2: CC12CCC3C(C1CCC2OP(=O)(O)O)CCC4=C3C=CC(=C4)OC(=O)N(CCCl)CCCl.[Na+]. Cell line: NCI-H322M. Synergy scores: CSS=17.5, Synergy_ZIP=-4.05, Synergy_Bliss=2.45, Synergy_Loewe=-1.63, Synergy_HSA=-1.45. (3) Drug 1: CC12CCC3C(C1CCC2=O)CC(=C)C4=CC(=O)C=CC34C. Drug 2: C1C(C(OC1N2C=NC(=NC2=O)N)CO)O. Cell line: IGROV1. Synergy scores: CSS=18.8, Synergy_ZIP=5.40, Synergy_Bliss=8.55, Synergy_Loewe=7.36, Synergy_HSA=8.73. (4) Drug 1: CC1=C2C(C(=O)C3(C(CC4C(C3C(C(C2(C)C)(CC1OC(=O)C(C(C5=CC=CC=C5)NC(=O)OC(C)(C)C)O)O)OC(=O)C6=CC=CC=C6)(CO4)OC(=O)C)O)C)O. Drug 2: CC1CCC2CC(C(=CC=CC=CC(CC(C(=O)C(C(C(=CC(C(=O)CC(OC(=O)C3CCCCN3C(=O)C(=O)C1(O2)O)C(C)CC4CCC(C(C4)OC)OCCO)C)C)O)OC)C)C)C)OC. Cell line: MDA-MB-231. Synergy scores: CSS=12.9, Synergy_ZIP=-0.922, Synergy_Bliss=8.44, Synergy_Loewe=5.27, Synergy_HSA=5.78.